From a dataset of Experimentally validated miRNA-target interactions with 360,000+ pairs, plus equal number of negative samples. Binary Classification. Given a miRNA mature sequence and a target amino acid sequence, predict their likelihood of interaction. (1) The miRNA is hsa-miR-7162-3p with sequence UCUGAGGUGGAACAGCAGC. The protein sequence of the target gene is METWRCVRRGYGRCVAGRGRYSMFPYPLKSLGRDWTTPWEDLQKYCWRRHISSCLRWPGHYSRAPYPYFSSRHFSLNCRPPFLFESGTQFQYYNWRSDHLSNASLIHLSRHVMTSDRDEPLSKRRKHQGTIKRNWEYLCSHNKENTKDLEDRNVDSTCEDREDKFDFSVMSYNILSQDLLEDNSHLYRHCRRPVLHWSFRFPNILKEIKHFDADVLCLQEVQEDHYGTEIRPSLESLGYHCEYKMKTGRKPDGCAICFKHSRFSLLSVNPVEFCRRDIPLLDRDNIGLVLLLQPKIPRAA.... Result: 0 (no interaction). (2) Result: 1 (interaction). The miRNA is hsa-miR-4680-5p with sequence AGAACUCUUGCAGUCUUAGAUGU. The protein sequence of the target gene is MGPGERAGGGGDAGKGNAAGGGGGGRSATTAGSRAVSALCLLLSVGSAAACLLLGVQAAALQGRVAALEEERELLRRAGPPGALDAWAEPHLERLLREKLDGLAKIRTAREAPSECVCPPGPPGRRGKPGRRGDPGPPGQSGRDGYPGPLGLDGKPGLPGPKGEKGAPGDFGPRGDQGQDGAAGPPGPPGPPGARGPPGDTGKDGPRGAQGPAGPKGEPGQDGEMGPKGPPGPKGEPGVPGKKGDDGTPSQPGPPGPKGEPGSMGPRGENGVDGAPGPKGEPGHRGTDGAAGPRGAPGLK....